This data is from Catalyst prediction with 721,799 reactions and 888 catalyst types from USPTO. The task is: Predict which catalyst facilitates the given reaction. (1) Reactant: [Cl:1][C:2]1[CH:3]=[C:4]([CH:8]=[CH:9][C:10]=1[Cl:11])[C:5](Cl)=[O:6].[CH2:12]([O:14][C:15]([C@:17]1([F:37])[C@@H:22]2[C@H:18]1[CH2:19][C@@H:20]([OH:36])[C@@:21]2([N:33]=[N+:34]=[N-:35])[C:23]([O:25][CH2:26][C:27]1[CH:32]=[CH:31][CH:30]=[CH:29][CH:28]=1)=[O:24])=[O:16])[CH3:13].C(OCC)(=O)C. The catalyst class is: 17. Product: [CH2:12]([O:14][C:15]([C@:17]1([F:37])[C@@H:22]2[C@H:18]1[CH2:19][C@@H:20]([O:36][C:5](=[O:6])[C:4]1[CH:8]=[CH:9][C:10]([Cl:11])=[C:2]([Cl:1])[CH:3]=1)[C@@:21]2([N:33]=[N+:34]=[N-:35])[C:23]([O:25][CH2:26][C:27]1[CH:28]=[CH:29][CH:30]=[CH:31][CH:32]=1)=[O:24])=[O:16])[CH3:13]. (2) Reactant: [Cl:1][C:2]1[CH:9]=[CH:8][CH:7]=[C:6]([C:10]([F:13])([F:12])[F:11])[C:3]=1[CH:4]=O.[C:14]([CH2:16][C:17]([OH:19])=[O:18])#[N:15].C([O-])(=O)C.[NH4+].N1C=CC=CC=1.Cl. Product: [Cl:1][C:2]1[CH:9]=[CH:8][CH:7]=[C:6]([C:10]([F:13])([F:12])[F:11])[C:3]=1[CH:4]=[C:16]([C:14]#[N:15])[C:17]([OH:19])=[O:18]. The catalyst class is: 226.